Dataset: Forward reaction prediction with 1.9M reactions from USPTO patents (1976-2016). Task: Predict the product of the given reaction. (1) Given the reactants [CH3:1][C:2]1([CH3:30])[N:6]([CH2:7][CH2:8][NH:9][C:10]2[N:15]=[C:14]([C:16]3[S:17][C:18]4[CH:24]=[CH:23][C:22]([N+:25]([O-])=O)=[CH:21][C:19]=4[CH:20]=3)[CH:13]=[CH:12][N:11]=2)[C:5](=[O:28])[NH:4][C:3]1=[O:29].[H][H], predict the reaction product. The product is: [CH3:1][C:2]1([CH3:30])[N:6]([CH2:7][CH2:8][NH:9][C:10]2[N:15]=[C:14]([C:16]3[S:17][C:18]4[CH:24]=[CH:23][C:22]([NH2:25])=[CH:21][C:19]=4[CH:20]=3)[CH:13]=[CH:12][N:11]=2)[C:5](=[O:28])[NH:4][C:3]1=[O:29]. (2) Given the reactants [NH2:1][C:2]1[CH:11]=[CH:10][C:5]([C:6]([O:8][CH3:9])=[O:7])=[C:4]([O:12][CH3:13])[CH:3]=1.C(N(C(C)C)CC)(C)C.[F:23][C:24]1[CH:32]=[CH:31][CH:30]=[CH:29][C:25]=1[C:26](Cl)=[O:27], predict the reaction product. The product is: [F:23][C:24]1[CH:32]=[CH:31][CH:30]=[CH:29][C:25]=1[C:26]([NH:1][C:2]1[CH:11]=[CH:10][C:5]([C:6]([O:8][CH3:9])=[O:7])=[C:4]([O:12][CH3:13])[CH:3]=1)=[O:27]. (3) Given the reactants [OH-].[Na+].[CH:3]1([C:6]2[CH:11]=[C:10]([CH2:12][N:13]3[CH2:16][C:15]4([CH2:20][C:19]([N:21]5[CH2:26][CH2:25][C:24]([CH3:32])([C:27]([O:29]CC)=[O:28])[CH2:23][CH2:22]5)=[N:18][O:17]4)[CH2:14]3)[CH:9]=[C:8]([O:33][CH2:34][C@H:35]3[CH2:37][C:36]3([F:39])[F:38])[C:7]=2[C:40]2[CH:45]=[CH:44][C:43]([F:46])=[CH:42][CH:41]=2)[CH2:5][CH2:4]1, predict the reaction product. The product is: [CH:3]1([C:6]2[CH:11]=[C:10]([CH2:12][N:13]3[CH2:14][C:15]4([CH2:20][C:19]([N:21]5[CH2:26][CH2:25][C:24]([CH3:32])([C:27]([OH:29])=[O:28])[CH2:23][CH2:22]5)=[N:18][O:17]4)[CH2:16]3)[CH:9]=[C:8]([O:33][CH2:34][C@H:35]3[CH2:37][C:36]3([F:38])[F:39])[C:7]=2[C:40]2[CH:41]=[CH:42][C:43]([F:46])=[CH:44][CH:45]=2)[CH2:4][CH2:5]1. (4) Given the reactants Cl[C:2]1[N:7]=[C:6]2[NH:8][N:9]=[C:10]([I:11])[C:5]2=[CH:4][CH:3]=1.[NH:12]1[CH2:17][CH2:16][O:15][CH2:14][CH2:13]1, predict the reaction product. The product is: [I:11][C:10]1[C:5]2[C:6](=[N:7][C:2]([N:12]3[CH2:17][CH2:16][O:15][CH2:14][CH2:13]3)=[CH:3][CH:4]=2)[NH:8][N:9]=1. (5) Given the reactants [CH3:1][CH2:2][N:3]1[C:9]2[N:10]=[C:11]([N:14]3[CH2:19][CH2:18][NH:17][CH2:16][CH2:15]3)[N:12]=[CH:13][C:8]=2[C:6](=[O:7])[C:5]([C:20]([OH:22])=[O:21])=[CH:4]1.[I:23][C:24]1[CH:29]=[CH:28][CH:27]=[CH:26][C:25]=1[N:30]=[C:31]=[S:32], predict the reaction product. The product is: [I:23][C:24]1[CH:29]=[CH:28][CH:27]=[CH:26][C:25]=1[NH:30][C:31]([N:17]1[CH2:18][CH2:19][N:14]([C:11]2[N:12]=[CH:13][C:8]3[C:6](=[O:7])[C:5]([C:20]([OH:22])=[O:21])=[CH:4][N:3]([CH2:2][CH3:1])[C:9]=3[N:10]=2)[CH2:15][CH2:16]1)=[S:32].